Dataset: NCI-60 drug combinations with 297,098 pairs across 59 cell lines. Task: Regression. Given two drug SMILES strings and cell line genomic features, predict the synergy score measuring deviation from expected non-interaction effect. (1) Drug 1: CC1CC(C(C(C=C(C(C(C=CC=C(C(=O)NC2=CC(=O)C(=C(C1)C2=O)OC)C)OC)OC(=O)N)C)C)O)OC. Drug 2: CN1C=C(C=N1)C2=C3N=C(C(=C(N3N=C2)N)Br)C4CCCNC4. Cell line: OVCAR3. Synergy scores: CSS=53.1, Synergy_ZIP=2.43, Synergy_Bliss=1.16, Synergy_Loewe=-1.12, Synergy_HSA=4.04. (2) Drug 1: CC1C(C(=O)NC(C(=O)N2CCCC2C(=O)N(CC(=O)N(C(C(=O)O1)C(C)C)C)C)C(C)C)NC(=O)C3=C4C(=C(C=C3)C)OC5=C(C(=O)C(=C(C5=N4)C(=O)NC6C(OC(=O)C(N(C(=O)CN(C(=O)C7CCCN7C(=O)C(NC6=O)C(C)C)C)C)C(C)C)C)N)C. Drug 2: CN1C2=C(C=C(C=C2)N(CCCl)CCCl)N=C1CCCC(=O)O.Cl. Cell line: MDA-MB-435. Synergy scores: CSS=17.4, Synergy_ZIP=-7.93, Synergy_Bliss=-2.76, Synergy_Loewe=-30.9, Synergy_HSA=-4.00. (3) Drug 1: CCCCCOC(=O)NC1=NC(=O)N(C=C1F)C2C(C(C(O2)C)O)O. Drug 2: C1=CC=C(C=C1)NC(=O)CCCCCCC(=O)NO. Cell line: SK-MEL-28. Synergy scores: CSS=6.48, Synergy_ZIP=-3.57, Synergy_Bliss=-7.51, Synergy_Loewe=-52.7, Synergy_HSA=-11.2. (4) Drug 1: CC1=C(C=C(C=C1)NC2=NC=CC(=N2)N(C)C3=CC4=NN(C(=C4C=C3)C)C)S(=O)(=O)N.Cl. Drug 2: C1=C(C(=O)NC(=O)N1)F. Cell line: M14. Synergy scores: CSS=32.3, Synergy_ZIP=0.191, Synergy_Bliss=-3.62, Synergy_Loewe=-8.40, Synergy_HSA=-6.14.